This data is from Reaction yield outcomes from USPTO patents with 853,638 reactions. The task is: Predict the reaction yield, written as a fraction of the theoretical maximum amount of product (1.0 means a 100% yield; for example, 0.34 means a 34% yield). (1) The reactants are [NH2:1][C:2]1[N:10]=[CH:9][N:8]=[C:7]2[C:3]=1[N:4]=[CH:5][N:6]2[CH:11]1[O:15][CH:14]([CH2:16][CH:17]([P:26](=[O:29])([OH:28])[OH:27])S(C2C=CC=CC=2)=O)[CH:13]([F:30])[CH:12]1[OH:31].C(N(CCCC)CCCC)CCC.C[Si](Cl)(C)C. The catalyst is CN(C=O)C. The product is [NH2:1][C:2]1[N:10]=[CH:9][N:8]=[C:7]2[C:3]=1[N:4]=[CH:5][N:6]2[CH:11]1[O:15][CH:14]([CH:16]=[CH:17][P:26](=[O:27])([OH:28])[OH:29])[CH:13]([F:30])[CH:12]1[OH:31]. The yield is 0.240. (2) The reactants are [Mg].[CH3:2][C:3]1[S:7][CH:6]=[C:5](/[CH:8]=[C:9](/[C@H:11]2[O:29][C:27](=[O:28])[CH2:26][C@H:25]([OH:30])[C:24]([CH3:32])([CH3:31])[C:22](=[O:23])[C@H:21]([CH3:33])[C@@H:20]([OH:34])[C@@H:19]([CH3:35])[CH2:18][CH2:17][CH2:16][C@H:14]3O[C@H:13]3[CH2:12]2)\[CH3:10])[N:4]=1. The catalyst is [Cl-].[Cl-].C1([Ti+2]C2C=CC=C2)C=CC=C1.C1COCC1. The product is [CH3:2][C:3]1[S:7][CH:6]=[C:5](/[CH:8]=[C:9](/[C@H:11]2[O:29][C:27](=[O:28])[CH2:26][C@H:25]([OH:30])[C:24]([CH3:32])([CH3:31])[C:22](=[O:23])[C@H:21]([CH3:33])[C@@H:20]([OH:34])[C@@H:19]([CH3:35])[CH2:18][CH2:17][CH2:16][CH:14]=[CH:13][CH2:12]2)\[CH3:10])[N:4]=1. The yield is 0.800. (3) The reactants are [CH3:1][C:2]1[C:6](B(O)O)=[C:5]([CH3:10])[O:4][N:3]=1.[C:11]1(P(C2CCCCC2)C2CCCCC2)[C:16]([C:11]2[CH:16]=[CH:15][CH:14]=[CH:13][CH:12]=2)=[CH:15][CH:14]=[CH:13][CH:12]=1.[CH:36]([OH:39])([CH3:38])[CH3:37].O.[C:41](OCC)(=[O:43])C. The catalyst is C1(C)C=CC=CC=1.C([O-])(=O)C.[Pd+2].C([O-])(=O)C. The product is [CH3:1][C:2]1[C:6]([C:12]2[CH:13]=[CH:14][C:15]3[O:39][C:36]([CH2:38][CH2:41][OH:43])=[CH:37][C:16]=3[CH:11]=2)=[C:5]([CH3:10])[O:4][N:3]=1. The yield is 0.970. (4) The product is [C:18]1([S:24]([N:6]2[CH:7]=[C:3]([CH:1]=[O:2])[N:4]=[CH:5]2)(=[O:26])=[O:25])[CH:23]=[CH:22][CH:21]=[CH:20][CH:19]=1. The catalyst is C1COCC1.O. The reactants are [CH:1]([C:3]1[N:4]=[CH:5][NH:6][CH:7]=1)=[O:2].C(#N)C.C(N(CC)CC)C.[C:18]1([S:24](Cl)(=[O:26])=[O:25])[CH:23]=[CH:22][CH:21]=[CH:20][CH:19]=1. The yield is 0.700. (5) The reactants are [CH3:1][NH2:2].[Br:3][C:4]1[C:9]([CH3:10])=[CH:8][C:7]([CH2:11]I)=[CH:6][C:5]=1[CH3:13]. The catalyst is CN(C=O)C. The product is [Br:3][C:4]1[C:9]([CH3:10])=[CH:8][C:7]([CH2:11][NH:2][CH3:1])=[CH:6][C:5]=1[CH3:13]. The yield is 1.00. (6) The reactants are [Cl:1][C:2]1[CH:7]=[C:6]([O:8][C:9]2[CH:10]=[CH:11][C:12]([NH2:15])=[N:13][CH:14]=2)[CH:5]=[CH:4][N:3]=1.[C:16](O[C:16]([O:18][C:19]([CH3:22])([CH3:21])[CH3:20])=[O:17])([O:18][C:19]([CH3:22])([CH3:21])[CH3:20])=[O:17]. The catalyst is C1COCC1.CN(C1C=CN=CC=1)C.CCOC(C)=O. The product is [Cl:1][C:2]1[CH:7]=[C:6]([O:8][C:9]2[CH:10]=[CH:11][C:12]([NH:15][C:16](=[O:17])[O:18][C:19]([CH3:22])([CH3:21])[CH3:20])=[N:13][CH:14]=2)[CH:5]=[CH:4][N:3]=1. The yield is 0.810. (7) The reactants are [C:1]([C:3]1[CH:17]=[C:16](I)[C:6]2[N:7]([C:10]3[CH:15]=[CH:14][CH:13]=[CH:12][CH:11]=3)[CH:8]=[N:9][C:5]=2[CH:4]=1)#[N:2].C1(C)C=CC=CC=1.[C:26]([NH:29][C:30]1[CH:31]=[C:32](B(O)O)[CH:33]=[CH:34][CH:35]=1)(=[O:28])[CH3:27].C(=O)([O-])[O-].[K+].[K+]. The catalyst is C1C=CC([P]([Pd]([P](C2C=CC=CC=2)(C2C=CC=CC=2)C2C=CC=CC=2)([P](C2C=CC=CC=2)(C2C=CC=CC=2)C2C=CC=CC=2)[P](C2C=CC=CC=2)(C2C=CC=CC=2)C2C=CC=CC=2)(C2C=CC=CC=2)C2C=CC=CC=2)=CC=1.C(O)C. The product is [C:26]([NH:29][C:30]1[CH:35]=[C:34]([C:16]2[C:6]3[N:7]([C:10]4[CH:15]=[CH:14][CH:13]=[CH:12][CH:11]=4)[CH:8]=[N:9][C:5]=3[CH:4]=[C:3]([C:1]#[N:2])[CH:17]=2)[CH:33]=[CH:32][CH:31]=1)(=[O:28])[CH3:27]. The yield is 0.360. (8) The reactants are [N+:1]([C:4]1[CH:12]=[CH:11][CH:10]=[C:9]2[C:5]=1[CH:6]=[N:7][NH:8]2)([O-:3])=[O:2].C(=O)([O-])[O-].[K+].[K+].Cl.[CH2:20](Cl)[CH3:21].[CH3:23][N:24](C=O)[CH3:25]. No catalyst specified. The product is [CH3:23][N:24]([CH3:25])[CH2:20][CH2:21][N:8]1[C:9]2[C:5](=[C:4]([N+:1]([O-:3])=[O:2])[CH:12]=[CH:11][CH:10]=2)[CH:6]=[N:7]1. The yield is 0.500. (9) The reactants are [CH3:1][O:2][C:3](=[O:28])[C:4]([C:6]1[C:11]([CH3:12])=[CH:10][N:9]2[N:13]=[C:14]([C:16]([O:18][CH3:19])=[O:17])[CH:15]=[C:8]2[C:7]=1OS(C(F)(F)F)(=O)=O)=[O:5].CCN(C(C)C)C(C)C.[CH3:38][C:39]1([CH3:45])[CH2:44][CH2:43][NH:42][CH2:41][CH2:40]1. The catalyst is C(Cl)Cl. The product is [CH3:38][C:39]1([CH3:45])[CH2:44][CH2:43][N:42]([C:7]2[C:8]3[N:9]([N:13]=[C:14]([C:16]([O:18][CH3:19])=[O:17])[CH:15]=3)[CH:10]=[C:11]([CH3:12])[C:6]=2[C:4](=[O:5])[C:3]([O:2][CH3:1])=[O:28])[CH2:41][CH2:40]1. The yield is 0.657.